From a dataset of Forward reaction prediction with 1.9M reactions from USPTO patents (1976-2016). Predict the product of the given reaction. (1) Given the reactants [F:1][C:2]1[C:7]([F:8])=[C:6]([N:9]2[CH2:14][CH2:13][N:12](CC3C=CC=CC=3)[CH2:11][CH2:10]2)[C:5]([F:22])=[C:4]([F:23])[N:3]=1.[Cl:24]C(OCCCl)=O, predict the reaction product. The product is: [ClH:24].[F:23][C:4]1[C:5]([F:22])=[C:6]([N:9]2[CH2:14][CH2:13][NH:12][CH2:11][CH2:10]2)[C:7]([F:8])=[C:2]([F:1])[N:3]=1. (2) Given the reactants C([N:8]1[CH2:13][CH:12]=[CH:11][CH:10]([CH2:14][C:15]2[C:23]3[C:18](=[CH:19][CH:20]=[C:21]([F:24])[CH:22]=3)[NH:17][CH:16]=2)[CH2:9]1)C1C=CC=CC=1.ClCCOC(Cl)=O.CO, predict the reaction product. The product is: [F:24][C:21]1[CH:22]=[C:23]2[C:18](=[CH:19][CH:20]=1)[NH:17][CH:16]=[C:15]2[CH2:14][CH:10]1[CH:11]=[CH:12][CH2:13][NH:8][CH2:9]1. (3) The product is: [CH3:5][O:4][CH2:3][CH2:2][O:16][C:8]1[CH:9]=[CH:10][CH:11]=[C:12]([NH2:13])[C:7]=1[NH2:6]. Given the reactants Br[CH2:2][CH2:3][O:4][CH3:5].[NH2:6][C:7]1[C:12]([N+:13]([O-])=O)=[CH:11][CH:10]=[CH:9][C:8]=1[OH:16].C(OC1C=CC=C(N)C=1N)(C)C, predict the reaction product. (4) The product is: [CH3:22][CH:21]([N:20]1[C:16]([C:10]2[N:11]=[C:12]3[N:8]([CH:9]=2)[CH2:7][CH2:6][O:5][C:4]2[C:13]3=[CH:14][C:15]([C:27]([O:45][CH3:46])=[O:67])=[CH:2][CH:3]=2)=[N:17][CH:18]=[N:19]1)[CH3:23]. Given the reactants Br[C:2]1[CH:3]=[C:4]2[C:13](=[CH:14][CH:15]=1)[C:12]1[N:8]([CH:9]=[C:10]([C:16]3[N:20]([CH:21]([CH3:23])[CH3:22])[N:19]=[CH:18][N:17]=3)[N:11]=1)[CH2:7][CH2:6][O:5]2.CC1(C)C2[C:46](=C(P(C3C=CC=CC=3)C3C=CC=CC=3)C=CC=2)[O:45][C:27]2C(P(C3C=CC=CC=3)C3C=CC=CC=3)=CC=CC1=2.C[OH:67], predict the reaction product. (5) Given the reactants [F:1][C:2]([F:16])([F:15])[C:3]([C:5]1[CH:10]=[CH:9][CH:8]=[C:7]([C:11]([F:14])([F:13])[F:12])[CH:6]=1)=[O:4].[CH3:17][C:18]1[CH:23]=[CH:22][C:21]([C:24]([CH3:26])=[O:25])=[CH:20][CH:19]=1.[H-].[Li+], predict the reaction product. The product is: [F:1][C:2]([F:15])([F:16])[C:3]([OH:4])([C:5]1[CH:10]=[CH:9][CH:8]=[C:7]([C:11]([F:12])([F:13])[F:14])[CH:6]=1)[CH2:26][C:24]([C:21]1[CH:22]=[CH:23][C:18]([CH3:17])=[CH:19][CH:20]=1)=[O:25].